Dataset: Forward reaction prediction with 1.9M reactions from USPTO patents (1976-2016). Task: Predict the product of the given reaction. (1) Given the reactants [CH3:1][C:2]1[CH:7]=[CH:6][N:5]=[CH:4][C:3]=1[N:8]1[CH2:12][CH2:11][NH:10][C:9]1=[O:13].Br[C:15]1[CH:16]=[C:17]2[C:21](=[CH:22][CH:23]=1)[N:20]([CH3:24])[N:19]=[CH:18]2.N[C@@H]1CCCC[C@H]1N.P([O-])([O-])([O-])=O.[K+].[K+].[K+], predict the reaction product. The product is: [CH3:24][N:20]1[C:21]2[C:17](=[CH:16][C:15]([N:10]3[CH2:11][CH2:12][N:8]([C:3]4[CH:4]=[N:5][CH:6]=[CH:7][C:2]=4[CH3:1])[C:9]3=[O:13])=[CH:23][CH:22]=2)[CH:18]=[N:19]1. (2) Given the reactants F[C:2]1[C:3]([O:33][C@H:34]2[CH2:39][CH2:38][NH:37][CH2:36][C@H:35]2[F:40])=[C:4]([CH:7]=[C:8]([C:10]2[N:15]=[C:14]([NH:16][C:17]3[CH:22]=[CH:21][C:20]([N:23]4[CH2:28][CH2:27][N:26]([CH:29]5[CH2:32][O:31][CH2:30]5)[CH2:25][CH2:24]4)=[CH:19][CH:18]=3)[N:13]=[CH:12][N:11]=2)[CH:9]=1)[C:5]#[N:6].CN(C(ON1N=NC2C=CC=NC1=2)=[N+](C)C)C.F[P-](F)(F)(F)(F)F.CCN(C(C)C)C(C)C.[O:74]=[C:75]1[NH:79][C:78]([C:80](O)=[O:81])=[CH:77][O:76]1, predict the reaction product. The product is: [F:40][C@H:35]1[C@@H:34]([O:33][C:3]2[CH:2]=[CH:9][C:8]([C:10]3[N:15]=[C:14]([NH:16][C:17]4[CH:22]=[CH:21][C:20]([N:23]5[CH2:24][CH2:25][N:26]([CH:29]6[CH2:32][O:31][CH2:30]6)[CH2:27][CH2:28]5)=[CH:19][CH:18]=4)[N:13]=[CH:12][N:11]=3)=[CH:7][C:4]=2[C:5]#[N:6])[CH2:39][CH2:38][N:37]([C:80]([C:78]2[NH:79][C:75](=[O:74])[O:76][CH:77]=2)=[O:81])[CH2:36]1. (3) Given the reactants Br[C:2]1[CH:7]=[CH:6][C:5]([C:8]2[N:12]([CH2:13][CH:14]([CH3:16])[CH3:15])[N:11]=[C:10]([C:17]([F:20])([F:19])[F:18])[CH:9]=2)=[CH:4][CH:3]=1.[CH3:21][S:22]([C:25]1[CH:30]=[C:29](B2OC(C)(C)C(C)(C)O2)[CH:28]=[CH:27][C:26]=1[CH2:40][OH:41])(=[O:24])=[O:23].C(O)(C(F)(F)F)=O, predict the reaction product. The product is: [CH2:13]([N:12]1[C:8]([C:5]2[CH:6]=[CH:7][C:2]([C:29]3[CH:28]=[CH:27][C:26]([CH2:40][OH:41])=[C:25]([S:22]([CH3:21])(=[O:24])=[O:23])[CH:30]=3)=[CH:3][CH:4]=2)=[CH:9][C:10]([C:17]([F:20])([F:19])[F:18])=[N:11]1)[CH:14]([CH3:16])[CH3:15]. (4) Given the reactants [O:1]=[C:2]1[CH2:6][S:5][C:4](=[S:7])[N:3]1[CH:8]1[CH2:13][CH2:12][CH2:11][CH:10]([C:14]([OH:16])=[O:15])[CH2:9]1.[C:17]([C:21]1[CH:26]=[CH:25][C:24]([C:27]2[O:31][C:30]([CH:32]=O)=[CH:29][CH:28]=2)=[CH:23][CH:22]=1)([CH3:20])([CH3:19])[CH3:18].C(O)C, predict the reaction product. The product is: [C:17]([C:21]1[CH:26]=[CH:25][C:24]([C:27]2[O:31][C:30]([CH:32]=[C:6]3[S:5][C:4](=[S:7])[N:3]([CH:8]4[CH2:13][CH2:12][CH2:11][CH:10]([C:14]([OH:16])=[O:15])[CH2:9]4)[C:2]3=[O:1])=[CH:29][CH:28]=2)=[CH:23][CH:22]=1)([CH3:20])([CH3:19])[CH3:18]. (5) Given the reactants Cl[C:2]1[N:7]=[C:6]([N:8]2[CH2:13][CH2:12][O:11][CH2:10][CH2:9]2)[N:5]=[C:4]([N:14]2[CH:19]3[CH2:20][CH2:21][CH:15]2[CH2:16][O:17][CH2:18]3)[N:3]=1.[NH2:22][C:23]1[CH:28]=[CH:27][C:26](B2OC(C)(C)C(C)(C)O2)=[CH:25][CH:24]=1.C([O-])([O-])=O.[Na+].[Na+], predict the reaction product. The product is: [N:8]1([C:6]2[N:5]=[C:4]([N:14]3[CH:19]4[CH2:20][CH2:21][CH:15]3[CH2:16][O:17][CH2:18]4)[N:3]=[C:2]([C:26]3[CH:27]=[CH:28][C:23]([NH2:22])=[CH:24][CH:25]=3)[N:7]=2)[CH2:13][CH2:12][O:11][CH2:10][CH2:9]1. (6) Given the reactants [CH:1]1([C:5]2[N:13]3[C:8]([C:9]([NH2:14])=[N:10][CH:11]=[N:12]3)=[C:7]([C:15]3[CH:24]=[C:23]4[C:18]([CH:19]=[CH:20][C:21]([C:25]5C=[CH:29][CH:28]=[CH:27][CH:26]=5)=[N:22]4)=[CH:17][CH:16]=3)[N:6]=2)[CH2:4][CH2:3][CH2:2]1.[N:31]1C=CC=CC=1C1C=CC2C(=CC(B3OC(C)(C)C(C)(C)O3)=CC=2)N=1, predict the reaction product. The product is: [CH:1]1([C:5]2[N:13]3[C:8]([C:9]([NH2:14])=[N:10][CH:11]=[N:12]3)=[C:7]([C:15]3[CH:24]=[C:23]4[C:18]([CH:19]=[CH:20][C:21]([C:25]5[CH:26]=[CH:27][CH:28]=[CH:29][N:31]=5)=[N:22]4)=[CH:17][CH:16]=3)[N:6]=2)[CH2:4][CH2:3][CH2:2]1. (7) Given the reactants NCC(N[C@H](C(NCC(N[C@H](C(NCC(N[C@H](C([NH:31][C@H:32]([C:34]([OH:36])=[O:35])[CH3:33])=O)CO)=O)=O)[C@@H](C)O)=O)=O)C)=O.N[CH2:38][C:39]([OH:41])=[O:40].N[C@H]([C:45]([OH:47])=[O:46])C.N[C@H](C(O)=O)CO.N[C@H](C(O)=O)[C@@H](C)O.N[C@H](C(O)=O)CC1C2C(=CC=CC=2)NC=1.N[C@H](C(O)=O)CC(=O)N.N[C@H](C(O)=O)CCC(=O)N, predict the reaction product. The product is: [NH2:31][C@H:32]([C:34]([O-:36])=[O:35])[CH2:33][CH2:38][C:39]([O-:41])=[O:40].[NH2:31][C@H:32]([C:34]([O-:36])=[O:35])[CH2:33][C:45]([O-:47])=[O:46]. (8) The product is: [Cl:16][C:2]1[S:3][C:4]2[CH:10]=[CH:9][C:8]([C:11]([O:13][CH3:14])=[O:12])=[C:7]([CH3:15])[C:5]=2[N:6]=1. Given the reactants N[C:2]1[S:3][C:4]2[CH:10]=[CH:9][C:8]([C:11]([O:13][CH3:14])=[O:12])=[C:7]([CH3:15])[C:5]=2[N:6]=1.[Cl-:16].[Na+].C1OCCOCCOCCOCCOC1.N(OC(C)(C)C)=O, predict the reaction product. (9) Given the reactants CN(C)C=O.BrCCBr.Cl[Si](C)(C)C.[F:15][C:16]1[CH:17]=[C:18]([CH:21]=[CH:22][C:23]=1[Cl:24])[CH2:19]Br.[C:25]([C:27]1[C:28](I)=[C:29]([C:38]([O:40][CH2:41][CH3:42])=[O:39])[S:30][C:31]=1[N:32]1[CH2:37][CH2:36][O:35][CH2:34][CH2:33]1)#[N:26], predict the reaction product. The product is: [Cl:24][C:23]1[CH:22]=[CH:21][C:18]([CH2:19][C:28]2[C:27]([C:25]#[N:26])=[C:31]([N:32]3[CH2:37][CH2:36][O:35][CH2:34][CH2:33]3)[S:30][C:29]=2[C:38]([O:40][CH2:41][CH3:42])=[O:39])=[CH:17][C:16]=1[F:15]. (10) The product is: [Br:1][C:9]1[C:10]([O:12][CH3:13])=[CH:11][C:4]([F:3])=[C:5]([CH:8]=1)[CH:6]=[O:7]. Given the reactants [Br:1]Br.[F:3][C:4]1[CH:11]=[C:10]([O:12][CH3:13])[CH:9]=[CH:8][C:5]=1[CH:6]=[O:7].S([O-])(O)=O.[Na+].O, predict the reaction product.